Dataset: Reaction yield outcomes from USPTO patents with 853,638 reactions. Task: Predict the reaction yield, written as a fraction of the theoretical maximum amount of product (1.0 means a 100% yield; for example, 0.34 means a 34% yield). (1) The reactants are [Cl:1][C:2]1[C:7]2[N:8]=[C:9]([CH2:27][CH3:28])[N:10]([C:11]3[CH:16]=[CH:15][C:14]([CH2:17][CH2:18][NH:19]C(=O)OC(C)(C)C)=[CH:13][CH:12]=3)[C:6]=2[CH:5]=[C:4]([CH3:29])[N:3]=1.FC(F)(F)C(O)=O. The catalyst is ClCCl. The product is [Cl:1][C:2]1[C:7]2[N:8]=[C:9]([CH2:27][CH3:28])[N:10]([C:11]3[CH:12]=[CH:13][C:14]([CH2:17][CH2:18][NH2:19])=[CH:15][CH:16]=3)[C:6]=2[CH:5]=[C:4]([CH3:29])[N:3]=1. The yield is 0.730. (2) The reactants are [N:1]1([CH2:6][C@@H:7]2[C@H:10]([NH:11][C:12](=[O:38])/[C:13](=[N:27]\[O:28][C@@H:29]([CH3:37])[C:30]([O:32]C(C)(C)C)=[O:31])/[C:14]3[N:15]=[C:16]([NH:19]C(OC(C)(C)C)=O)[S:17][CH:18]=3)[C:9](=[O:39])[N:8]2[S:40]([OH:43])(=[O:42])=[O:41])[CH:5]=[N:4][CH:3]=[N:2]1.C(O)(C(F)(F)F)=O. The catalyst is C(Cl)Cl. The product is [N:1]1([CH2:6][C@@H:7]2[C@H:10]([NH:11][C:12](=[O:38])/[C:13](=[N:27]\[O:28][C@@H:29]([CH3:37])[C:30]([OH:32])=[O:31])/[C:14]3[N:15]=[C:16]([NH2:19])[S:17][CH:18]=3)[C:9](=[O:39])[N:8]2[S:40]([OH:43])(=[O:41])=[O:42])[CH:5]=[N:4][CH:3]=[N:2]1. The yield is 0.360.